This data is from Catalyst prediction with 721,799 reactions and 888 catalyst types from USPTO. The task is: Predict which catalyst facilitates the given reaction. (1) Reactant: [F:1][C:2]1[CH:46]=[CH:45][C:5]([O:6][CH:7]2[CH2:12][CH2:11][N:10]([C:13]([NH:15][CH:16]([C:28]([NH:30][C:31]3[CH:36]=[CH:35][CH:34]=[CH:33][C:32]=3[CH2:37][NH:38]C(=O)C(F)(F)F)=[O:29])[CH:17]([C:19]3[C:27]4[C:22](=[CH:23][CH:24]=[CH:25][CH:26]=4)[NH:21][CH:20]=3)[CH3:18])=[O:14])[CH2:9][CH2:8]2)=[CH:4][CH:3]=1.C(=O)([O-])[O-].[K+].[K+]. Product: [NH2:38][CH2:37][C:32]1[CH:33]=[CH:34][CH:35]=[CH:36][C:31]=1[NH:30][C:28]([CH:16]([NH:15][C:13]([N:10]1[CH2:11][CH2:12][CH:7]([O:6][C:5]2[CH:4]=[CH:3][C:2]([F:1])=[CH:46][CH:45]=2)[CH2:8][CH2:9]1)=[O:14])[CH:17]([C:19]1[C:27]2[C:22](=[CH:23][CH:24]=[CH:25][CH:26]=2)[NH:21][CH:20]=1)[CH3:18])=[O:29]. The catalyst class is: 5. (2) Reactant: [Br:1][C:2]1[CH:7]=[CH:6][CH:5]=[CH:4][C:3]=1[C:8]1[O:9][C:10]2[C:15]([C:16](=[O:18])[CH:17]=1)=[C:14]([O:19]C)[CH:13]=[C:12]([O:21]C)[C:11]=2[C@@H:23]1[CH2:27][CH2:26][N:25]([CH3:28])[C@H:24]1[CH2:29][OH:30].Cl.N1C=CC=CC=1.C([O-])([O-])=O.[Na+].[Na+]. Product: [Br:1][C:2]1[CH:7]=[CH:6][CH:5]=[CH:4][C:3]=1[C:8]1[O:9][C:10]2[C:15]([C:16](=[O:18])[CH:17]=1)=[C:14]([OH:19])[CH:13]=[C:12]([OH:21])[C:11]=2[C@@H:23]1[CH2:27][CH2:26][N:25]([CH3:28])[C@H:24]1[CH2:29][OH:30]. The catalyst class is: 6. (3) Reactant: [F:1][C:2]([F:18])([F:17])[C:3]1[CH:8]=[CH:7][C:6]([CH2:9][NH2:10])=[C:5]([N:11]2[CH2:16][CH2:15][CH2:14][CH2:13][CH2:12]2)[CH:4]=1.ClC(Cl)(O[C:23](=[O:29])[O:24][C:25](Cl)(Cl)Cl)Cl.[N-:31]=[C:32]=[O:33]. Product: [F:18][C:2]([F:1])([F:17])[C:3]1[CH:8]=[CH:7][C:6]([CH2:9][NH:10][C:32]([NH:31][C:6]2[C:9]3[NH:10][C:23](=[O:29])[O:24][C:25]=3[CH:3]=[CH:4][CH:5]=2)=[O:33])=[C:5]([N:11]2[CH2:16][CH2:15][CH2:14][CH2:13][CH2:12]2)[CH:4]=1. The catalyst class is: 329. (4) Reactant: [NH2:1][C:2]1[CH:3]=[C:4]([N:8]2[C:13]3[N:14]([CH3:30])[C:15](=[O:29])[CH:16]=[C:17]([O:18][S:19]([C:22]4[CH:27]=[CH:26][C:25]([CH3:28])=[CH:24][CH:23]=4)(=[O:21])=[O:20])[C:12]=3[C:11](=[O:31])[N:10]([CH:32]3[CH2:34][CH2:33]3)[C:9]2=[O:35])[CH:5]=[CH:6][CH:7]=1.N1C=CC=CC=1.[CH3:42][S:43](Cl)(=[O:45])=[O:44]. Product: [CH:32]1([N:10]2[C:11](=[O:31])[C:12]3[C:17]([O:18][S:19]([C:22]4[CH:27]=[CH:26][C:25]([CH3:28])=[CH:24][CH:23]=4)(=[O:21])=[O:20])=[CH:16][C:15](=[O:29])[N:14]([CH3:30])[C:13]=3[N:8]([C:4]3[CH:5]=[CH:6][CH:7]=[C:2]([NH:1][S:43]([CH3:42])(=[O:45])=[O:44])[CH:3]=3)[C:9]2=[O:35])[CH2:33][CH2:34]1. The catalyst class is: 22.